The task is: Predict the product of the given reaction.. This data is from Forward reaction prediction with 1.9M reactions from USPTO patents (1976-2016). (1) Given the reactants C(OC[N:9]1[C:13]2[N:14]=[N:15][CH:16]=[C:17]([C:18]3[CH:19]=[N:20][N:21]([CH:23]([CH:27]4[CH2:32][CH2:31][CH2:30][CH2:29][CH2:28]4)[CH2:24][C:25]#[N:26])[CH:22]=3)[C:12]=2[CH:11]=[CH:10]1)(=O)C(C)(C)C.[OH-].[Na+], predict the reaction product. The product is: [N:14]1[C:13]2[NH:9][CH:10]=[CH:11][C:12]=2[C:17]([C:18]2[CH:19]=[N:20][N:21]([CH:23]([CH:27]3[CH2:32][CH2:31][CH2:30][CH2:29][CH2:28]3)[CH2:24][C:25]#[N:26])[CH:22]=2)=[CH:16][N:15]=1. (2) Given the reactants Cl.[Cl:2][C:3]1[CH:4]=[C:5]([CH:10]([OH:27])[CH2:11][N:12]2[CH2:17][CH2:16][C:15]([C:19]3[CH:20]=[N:21][C:22]([O:25][CH3:26])=[CH:23][CH:24]=3)([OH:18])[CH2:14][CH2:13]2)[CH:6]=[CH:7][C:8]=1[OH:9], predict the reaction product. The product is: [ClH:2].[Cl:2][C:3]1[CH:4]=[C:5]([CH:10]([OH:27])[CH2:11][N:12]2[CH2:13][CH2:14][C:15]([C:19]3[CH:20]=[N:21][C:22]([O:25][CH3:26])=[CH:23][CH:24]=3)([OH:18])[CH2:16][CH2:17]2)[CH:6]=[CH:7][C:8]=1[OH:9].